This data is from Forward reaction prediction with 1.9M reactions from USPTO patents (1976-2016). The task is: Predict the product of the given reaction. (1) Given the reactants [C:1]([C:3]1[CH:4]=[C:5]([CH:9]=[CH:10][C:11]=1[O:12][CH:13]([CH3:15])[CH3:14])[C:6]([OH:8])=O)#[N:2].CCN=C=NCCCN(C)C.C1C=CC2N(O)N=NC=2C=1.[CH2:37]([C:39]1[C:44]([O:45][CH2:46][O:47][CH2:48][CH2:49][Si:50]([CH3:53])([CH3:52])[CH3:51])=[CH:43][CH:42]=[CH:41][C:40]=1[C:54](=[NH:57])[NH:55]O)[CH3:38], predict the reaction product. The product is: [CH2:37]([C:39]1[C:44]([O:45][CH2:46][O:47][CH2:48][CH2:49][Si:50]([CH3:52])([CH3:51])[CH3:53])=[CH:43][CH:42]=[CH:41][C:40]=1[C:54]1[N:55]=[C:6]([C:5]2[CH:9]=[CH:10][C:11]([O:12][CH:13]([CH3:15])[CH3:14])=[C:3]([CH:4]=2)[C:1]#[N:2])[O:8][N:57]=1)[CH3:38]. (2) Given the reactants ClC1C=C([C:9]2[N:13]3[C:14]4[N:22]=[C:21]([O:23][CH3:24])[CH:20]=[CH:19][C:15]=4[N:16]=[C:17]([CH3:18])[C:12]3=[C:11]([CH3:25])[N:10]=2)C=C(Cl)C=1.[Cl:26][C:27]1[CH:32]=[CH:31][C:30]([C:33]#[N:34])=[CH:29][C:28]=1B(O)O, predict the reaction product. The product is: [Cl:26][C:27]1[CH:32]=[CH:31][C:30]([C:33]#[N:34])=[CH:29][C:28]=1[C:9]1[N:13]2[C:14]3[N:22]=[C:21]([O:23][CH3:24])[CH:20]=[CH:19][C:15]=3[N:16]=[C:17]([CH3:18])[C:12]2=[C:11]([CH3:25])[N:10]=1. (3) Given the reactants Cl[C:2]1[C:11]2[C:6](=[CH:7][C:8]([F:12])=[CH:9][CH:10]=2)[N:5]=[CH:4][N:3]=1.[C:13]([O:17][C:18](=[O:25])[NH:19][CH:20]1[CH2:24][CH2:23][NH:22][CH2:21]1)([CH3:16])([CH3:15])[CH3:14].CCN(C(C)C)C(C)C, predict the reaction product. The product is: [C:13]([O:17][C:18](=[O:25])[NH:19][CH:20]1[CH2:24][CH2:23][N:22]([C:2]2[C:11]3[C:6](=[CH:7][C:8]([F:12])=[CH:9][CH:10]=3)[N:5]=[CH:4][N:3]=2)[CH2:21]1)([CH3:16])([CH3:14])[CH3:15]. (4) The product is: [CH:12]([S:9]([C:6]1[CH:5]=[CH:4][C:3]([O:2][CH3:1])=[CH:8][CH:7]=1)(=[O:11])=[O:10])=[CH2:13]. Given the reactants [CH3:1][O:2][C:3]1[CH:8]=[CH:7][C:6]([S:9]([CH2:12][CH2:13]O)(=[O:11])=[O:10])=[CH:5][CH:4]=1.CS(Cl)(=O)=O, predict the reaction product. (5) Given the reactants [N+:1]([C:4]1[CH:5]=[C:6]([C:10]2[O:14][C:13]([C:15]3[CH:24]=[CH:23][C:18]([C:19]([O:21][CH3:22])=[O:20])=[CH:17][CH:16]=3)=[N:12][N:11]=2)[CH:7]=[CH:8][CH:9]=1)([O-])=O.C1COCC1, predict the reaction product. The product is: [NH2:1][C:4]1[CH:5]=[C:6]([C:10]2[O:14][C:13]([C:15]3[CH:24]=[CH:23][C:18]([C:19]([O:21][CH3:22])=[O:20])=[CH:17][CH:16]=3)=[N:12][N:11]=2)[CH:7]=[CH:8][CH:9]=1. (6) Given the reactants [C@H:1]1([OH:12])[CH:7]([OH:8])[C@@H:6](O)[C@H:5](O)[C:3](=[O:4])[C@@H:2]1[OH:11].OS(O)(=O)=O.C([O-])(O)=O.[Na+], predict the reaction product. The product is: [OH:4][C:3]1[CH:5]=[CH:6][C:7]([OH:8])=[C:1]([OH:12])[C:2]=1[OH:11]. (7) The product is: [NH:15]1[C:12]2=[N:13][CH:14]=[C:9]([C:20]3[N:25]=[C:24]([N:26]4[CH2:30][CH2:29][CH2:28][C:27]4=[O:31])[CH:23]=[N:22][CH:21]=3)[CH:10]=[C:11]2[CH:17]=[CH:16]1. Given the reactants CC1(C)C(C)(C)OB([C:9]2[CH:10]=[C:11]3[CH:17]=[CH:16][NH:15][C:12]3=[N:13][CH:14]=2)O1.Br[C:20]1[N:25]=[C:24]([N:26]2[CH2:30][CH2:29][CH2:28][C:27]2=[O:31])[CH:23]=[N:22][CH:21]=1, predict the reaction product.